Dataset: Catalyst prediction with 721,799 reactions and 888 catalyst types from USPTO. Task: Predict which catalyst facilitates the given reaction. (1) Reactant: Cl[CH2:2][C:3]([C:5]1[CH:10]=[C:9]([CH:11]([CH3:13])[CH3:12])[C:8]([OH:14])=[C:7]([CH:15]([CH3:17])[CH3:16])[CH:6]=1)=[O:4].[I-:18].[Na+].CCCCCC. Product: [OH:14][C:8]1[C:9]([CH:11]([CH3:13])[CH3:12])=[CH:10][C:5]([C:3](=[O:4])[CH2:2][I:18])=[CH:6][C:7]=1[CH:15]([CH3:17])[CH3:16]. The catalyst class is: 57. (2) Reactant: [F:1][C:2]1[C:3]([F:13])=[CH:4][C:5]2[S:9][C:8]([S:10][CH3:11])=[N:7][C:6]=2[CH:12]=1.[OH:14]OS([O-])=O.[K+]. Product: [F:1][C:2]1[C:3]([F:13])=[CH:4][C:5]2[S:9][C:8]([S:10]([CH3:11])=[O:14])=[N:7][C:6]=2[CH:12]=1. The catalyst class is: 24. (3) Reactant: [CH3:1][CH2:2][CH2:3][CH2:4][CH2:5][CH2:6][CH2:7][CH2:8][CH2:9][CH2:10][CH2:11][CH2:12][O:13][S:14]([O-:17])(=[O:16])=[O:15].[Na+:18]. Product: [CH2:12]=[CH:11][C:10]1[CH:5]=[CH:6][CH:7]=[CH:8][CH:9]=1.[CH:11]([C:10]1[CH:9]=[CH:8][CH:7]=[CH:6][C:5]=1[CH:4]=[CH2:3])=[CH2:12].[CH3:1][CH2:2][CH2:3][CH2:4][CH2:5][CH2:6][CH2:7][CH2:8][CH2:9][CH2:10][CH2:11][CH2:12][O:13][S:14]([O-:17])(=[O:16])=[O:15].[Na+:18]. The catalyst class is: 6. (4) Reactant: Br[C:2]1[C:12]([F:13])=[CH:11][C:5]2[N:6]([CH3:10])[C:7](=[O:9])[O:8][C:4]=2[CH:3]=1.[CH3:14][C:15]1([CH3:31])[C:19]([CH3:21])([CH3:20])[O:18][B:17]([B:17]2[O:18][C:19]([CH3:21])([CH3:20])[C:15]([CH3:31])([CH3:14])[O:16]2)[O:16]1.ClCCl.C([O-])(=O)C.[K+]. Product: [F:13][C:12]1[C:2]([B:17]2[O:18][C:19]([CH3:21])([CH3:20])[C:15]([CH3:31])([CH3:14])[O:16]2)=[CH:3][C:4]2[O:8][C:7](=[O:9])[N:6]([CH3:10])[C:5]=2[CH:11]=1. The catalyst class is: 75. (5) Reactant: [CH3:1][C:2]1[N:3]=[C:4]2[S:21][CH:20]=[CH:19][N:5]2[C:6](=[O:18])[C:7]=1[C:8]1[CH:13]=[CH:12][C:11]([C:14]([F:17])([F:16])[F:15])=[CH:10][CH:9]=1.[CH:22]1([CH2:26][O:27][C:28]2[C:35]([O:36][CH3:37])=[CH:34][CH:33]=[CH:32][C:29]=2[CH:30]=O)[CH2:25][CH2:24][CH2:23]1.[O-]CC.[Na+]. Product: [CH:22]1([CH2:26][O:27][C:28]2[C:35]([O:36][CH3:37])=[CH:34][CH:33]=[CH:32][C:29]=2/[CH:30]=[CH:1]/[C:2]2[N:3]=[C:4]3[S:21][CH:20]=[CH:19][N:5]3[C:6](=[O:18])[C:7]=2[C:8]2[CH:13]=[CH:12][C:11]([C:14]([F:17])([F:15])[F:16])=[CH:10][CH:9]=2)[CH2:23][CH2:24][CH2:25]1. The catalyst class is: 8. (6) Reactant: Cl.[CH3:2][C:3]([CH3:48])([CH2:46][CH3:47])[CH2:4][C:5]1[N:6]=[C:7]([CH2:29][CH:30]([C:33]2[CH:38]=[CH:37][C:36]([C:39]3[CH:44]=[CH:43][C:42]([F:45])=[CH:41][N:40]=3)=[CH:35][CH:34]=2)[O:31][CH3:32])[N:8](C(C2C=CC=CC=2)(C2C=CC=CC=2)C2C=CC=CC=2)[CH:9]=1. Product: [CH3:2][C:3]([CH3:48])([CH2:46][CH3:47])[CH2:4][C:5]1[N:6]=[C:7]([CH2:29][CH:30]([C:33]2[CH:38]=[CH:37][C:36]([C:39]3[CH:44]=[CH:43][C:42]([F:45])=[CH:41][N:40]=3)=[CH:35][CH:34]=2)[O:31][CH3:32])[NH:8][CH:9]=1. The catalyst class is: 5. (7) Product: [Cl:26][C:27]1[CH:32]=[CH:31][C:30]([C:33]([F:36])([F:35])[F:34])=[CH:29][C:28]=1[NH:37][C:38]([NH:1][C:2]1[CH:3]=[C:4]([N:9]([CH3:25])[C:10]2[N:15]=[C:14]3[S:16][C:17]([NH:19][C:20]([CH:22]4[CH2:23][CH2:24]4)=[O:21])=[N:18][C:13]3=[CH:12][CH:11]=2)[CH:5]=[CH:6][C:7]=1[F:8])=[O:39]. Reactant: [NH2:1][C:2]1[CH:3]=[C:4]([N:9]([CH3:25])[C:10]2[N:15]=[C:14]3[S:16][C:17]([NH:19][C:20]([CH:22]4[CH2:24][CH2:23]4)=[O:21])=[N:18][C:13]3=[CH:12][CH:11]=2)[CH:5]=[CH:6][C:7]=1[F:8].[Cl:26][C:27]1[CH:32]=[CH:31][C:30]([C:33]([F:36])([F:35])[F:34])=[CH:29][C:28]=1[N:37]=[C:38]=[O:39]. The catalyst class is: 42.